The task is: Predict the reaction yield, written as a fraction of the theoretical maximum amount of product (1.0 means a 100% yield; for example, 0.34 means a 34% yield).. This data is from Reaction yield outcomes from USPTO patents with 853,638 reactions. (1) The reactants are [NH:1]1[C:9]2[C:4](=[C:5]([N:10]3[CH2:15][CH2:14][N:13]([CH2:16][CH:17]4[CH2:26][CH2:25][C:24]5[C:19](=[CH:20][CH:21]=[CH:22][CH:23]=5)[NH:18]4)[CH2:12][CH2:11]3)[CH:6]=[CH:7][CH:8]=2)[CH:3]=[CH:2]1.CCN(C(C)C)C(C)C.[CH:36]1([C:42](Cl)=[O:43])[CH2:41][CH2:40][CH2:39][CH2:38][CH2:37]1. The catalyst is C1(C)C=CC=CC=1. The product is [CH:36]1([C:42]([N:18]2[C:19]3[C:24](=[CH:23][CH:22]=[CH:21][CH:20]=3)[CH2:25][CH2:26][CH:17]2[CH2:16][N:13]2[CH2:14][CH2:15][N:10]([C:5]3[CH:6]=[CH:7][CH:8]=[C:9]4[C:4]=3[CH:3]=[CH:2][NH:1]4)[CH2:11][CH2:12]2)=[O:43])[CH2:41][CH2:40][CH2:39][CH2:38][CH2:37]1. The yield is 0.330. (2) The reactants are [CH3:13][C:12]([O:11][C:9](O[C:9]([O:11][C:12]([CH3:15])([CH3:14])[CH3:13])=[O:10])=[O:10])([CH3:15])[CH3:14].[Br:16][C:17]1[CH:18]=[C:19]([N:24]2[CH2:29][CH2:28][NH:27][CH2:26][CH2:25]2)[CH:20]=[C:21]([F:23])[CH:22]=1. The catalyst is CC#N. The product is [Br:16][C:17]1[CH:18]=[C:19]([N:24]2[CH2:29][CH2:28][N:27]([C:9]([O:11][C:12]([CH3:13])([CH3:14])[CH3:15])=[O:10])[CH2:26][CH2:25]2)[CH:20]=[C:21]([F:23])[CH:22]=1. The yield is 1.00. (3) The catalyst is O. The reactants are [Cl:1][C:2]1[CH:7]=[CH:6][CH:5]=[CH:4][C:3]=1[C:8]1[N:9]([C:18]2[CH:23]=[CH:22][C:21]([Cl:24])=[CH:20][CH:19]=2)[CH:10]=[C:11]([C:13]([O:15][CH2:16][CH3:17])=[O:14])[N:12]=1.C(Cl)[Cl:26]. The yield is 0.200. The product is [Cl:26][C:10]1[N:9]([C:18]2[CH:19]=[CH:20][C:21]([Cl:24])=[CH:22][CH:23]=2)[C:8]([C:3]2[CH:4]=[CH:5][CH:6]=[CH:7][C:2]=2[Cl:1])=[N:12][C:11]=1[C:13]([O:15][CH2:16][CH3:17])=[O:14]. (4) The reactants are [CH3:1][O:2][C:3]1[CH:4]=[C:5]2[C:10](=[CH:11][C:12]=1[O:13][CH3:14])[N:9]=[CH:8][CH:7]=[C:6]2[S:15][C:16]1[S:20][C:19]([NH2:21])=[CH:18][CH:17]=1.[C:22]1([N:28]=[C:29]=[O:30])[CH:27]=[CH:26][CH:25]=[CH:24][CH:23]=1.C(OCC)(=O)C.O. The catalyst is CN(C)C=O.CO. The product is [CH3:1][O:2][C:3]1[CH:4]=[C:5]2[C:10](=[CH:11][C:12]=1[O:13][CH3:14])[N:9]=[CH:8][CH:7]=[C:6]2[S:15][C:16]1[S:20][C:19]([NH:21][C:29]([NH:28][C:22]2[CH:27]=[CH:26][CH:25]=[CH:24][CH:23]=2)=[O:30])=[CH:18][CH:17]=1. The yield is 0.480.